This data is from Forward reaction prediction with 1.9M reactions from USPTO patents (1976-2016). The task is: Predict the product of the given reaction. (1) Given the reactants [CH3:1][N:2]1[CH2:7][CH2:6][C:5]([C:8]2[CH:16]=[C:15]3[C:11]([CH:12]=[CH:13][N:14]3C(C)C)=[CH:10][CH:9]=2)=[CH:4][CH2:3]1.OC1(C2C=C3C(C=CN3C(C)C)=CC=2)CCN(C)CC1, predict the reaction product. The product is: [CH3:1][N:2]1[CH2:7][CH2:6][C:5]([C:8]2[CH:16]=[C:15]3[C:11]([CH:12]=[CH:13][NH:14]3)=[CH:10][CH:9]=2)=[CH:4][CH2:3]1. (2) Given the reactants Br[C:2]1[C:6]([CH3:7])=[C:5]([C:8]2[CH:13]=[CH:12][C:11]([O:14]C)=[CH:10][CH:9]=2)[S:4][C:3]=1[CH:16]1[O:20]CCO1.[F:21][C:22]1[CH:23]=[C:24](B(O)O)[CH:25]=[CH:26][C:27]=1[O:28]C, predict the reaction product. The product is: [F:21][C:22]1[CH:23]=[C:24]([C:2]2[C:6]([CH3:7])=[C:5]([C:8]3[CH:9]=[CH:10][C:11]([OH:14])=[CH:12][CH:13]=3)[S:4][C:3]=2[CH:16]=[O:20])[CH:25]=[CH:26][C:27]=1[OH:28]. (3) Given the reactants C1N(CCO)CCN(CCS(O)(=O)=O)C1.[Mg+2].[Cl-].[Cl-].C(S)[C@@H](O)[C@H](O)CS.C1C=CC(CS(F)(=O)=O)=CC=1.Cl.[OH:39][CH2:40][C:41]1([NH:50][CH2:51][CH2:52][CH2:53][NH:54][CH2:55][CH2:56][CH2:57][CH2:58][NH:59][CH2:60][CH2:61][CH2:62][NH2:63])[O:47][C@H:46]([CH2:48][OH:49])[C@@H:44]([OH:45])[C@@H:42]1[OH:43].Cl.[NH2:65][CH2:66][CH2:67][CH2:68][NH:69][CH2:70][CH2:71][CH2:72][CH2:73][NH:74][CH2:75][CH2:76][CH2:77][NH2:78], predict the reaction product. The product is: [OH:39][CH2:40][C:41]1([NH:50][CH2:51][CH2:52][CH2:53][NH:54][CH2:55][CH2:56][CH2:57][CH2:58][NH:59][CH2:60][CH2:61][CH2:62][NH2:63])[O:47][C@H:46]([CH2:48][OH:49])[C@@H:44]([OH:45])[C@@H:42]1[OH:43].[NH2:78][CH2:77][CH2:76][CH2:75][NH:74][CH2:73][CH2:72][CH2:71][CH2:70][NH:69][CH2:68][CH2:67][CH2:66][NH2:65]. (4) The product is: [Cl:1][C:2]1[C:7]([C:8]2[CH:13]=[CH:12][CH:11]=[C:10]([F:38])[CH:9]=2)=[N:6][N:5]=[C:4]2[N:14]([CH3:24])[N:15]=[C:16]([C:17]3[CH:22]=[CH:21][CH:20]=[CH:19][CH:18]=3)[C:3]=12. Given the reactants [Cl:1][C:2]1[C:7]([C:8]2[CH:13]=[CH:12][CH:11]=[CH:10][CH:9]=2)=[N:6][N:5]=[C:4]2[N:14]([CH3:24])[N:15]=[C:16]([C:17]3[CH:22]=[CH:21][CH:20]=[CH:19][C:18]=3Cl)[C:3]=12.CN1C(N)=CC(C2C=CC=CC=2)=N1.[F:38]C1C=C(C#C)C=CC=1, predict the reaction product. (5) Given the reactants C([O:3][C:4](=[O:39])[CH2:5][CH2:6][C:7]1[CH:12]=[CH:11][C:10]([O:13][C:14]2[CH:19]=[C:18]([CH:20]([NH:22][C:23](=[O:35])[C:24]3[CH:29]=[CH:28][C:27]([C:30]([F:33])([F:32])[F:31])=[CH:26][C:25]=3[CH3:34])[CH3:21])[CH:17]=[C:16]([F:36])[CH:15]=2)=[CH:9][C:8]=1[CH2:37][CH3:38])C.O.[OH-].[Li+].Cl, predict the reaction product. The product is: [CH2:37]([C:8]1[CH:9]=[C:10]([O:13][C:14]2[CH:19]=[C:18]([CH:20]([NH:22][C:23](=[O:35])[C:24]3[CH:29]=[CH:28][C:27]([C:30]([F:33])([F:32])[F:31])=[CH:26][C:25]=3[CH3:34])[CH3:21])[CH:17]=[C:16]([F:36])[CH:15]=2)[CH:11]=[CH:12][C:7]=1[CH2:6][CH2:5][C:4]([OH:39])=[O:3])[CH3:38]. (6) Given the reactants [C:1]1([C:7]2[O:11][C:10]([C:12]([OH:14])=O)=[CH:9][CH:8]=2)[CH:6]=[CH:5][CH:4]=[CH:3][CH:2]=1.[CH3:15][O:16][C:17](=[O:28])[CH:18]=[CH:19][C:20]1[CH:25]=[CH:24][C:23]([F:26])=[C:22]([NH2:27])[CH:21]=1.CCN(C(C)C)C(C)C.CN(C(ON1N=NC2C=CC=CC1=2)=[N+](C)C)C.[B-](F)(F)(F)F, predict the reaction product. The product is: [CH3:15][O:16][C:17](=[O:28])[CH:18]=[CH:19][C:20]1[CH:25]=[CH:24][C:23]([F:26])=[C:22]([NH:27][C:12]([C:10]2[O:11][C:7]([C:1]3[CH:2]=[CH:3][CH:4]=[CH:5][CH:6]=3)=[CH:8][CH:9]=2)=[O:14])[CH:21]=1. (7) The product is: [Si:3]([O:10][CH:11]1[CH2:12][CH2:13][CH:14]([C:17](=[O:25])[CH:18]=[CH:44][C:39]2[C:38]([C:36]3[N:35]=[CH:34][N:33]([C:32]([C:52]4[CH:57]=[CH:56][CH:55]=[CH:54][CH:53]=4)([C:46]4[CH:47]=[CH:48][CH:49]=[CH:50][CH:51]=4)[C:26]4[CH:31]=[CH:30][CH:29]=[CH:28][CH:27]=4)[CH:37]=3)=[CH:43][CH:42]=[CH:41][N:40]=2)[CH2:15][CH2:16]1)([C:6]([CH3:7])([CH3:8])[CH3:9])([CH3:4])[CH3:5]. Given the reactants [H-].[Na+].[Si:3]([O:10][CH:11]1[CH2:16][CH2:15][CH:14]([C:17](=[O:25])[CH2:18]P(=O)(OC)OC)[CH2:13][CH2:12]1)([C:6]([CH3:9])([CH3:8])[CH3:7])([CH3:5])[CH3:4].[C:26]1([C:32]([C:52]2[CH:57]=[CH:56][CH:55]=[CH:54][CH:53]=2)([C:46]2[CH:51]=[CH:50][CH:49]=[CH:48][CH:47]=2)[N:33]2[CH:37]=[C:36]([C:38]3[C:39]([CH:44]=O)=[N:40][CH:41]=[CH:42][CH:43]=3)[N:35]=[CH:34]2)[CH:31]=[CH:30][CH:29]=[CH:28][CH:27]=1, predict the reaction product. (8) Given the reactants [Cl-].[CH2:2]([N+:6]1[CH:11]=[CH:10][CH:9]=[C:8]([CH3:12])[CH:7]=1)[CH2:3][CH2:4][CH3:5].[C:13]([O-:22])(=[O:21])[CH2:14][CH2:15][CH2:16][CH2:17][CH2:18][CH2:19][CH3:20].[Na+], predict the reaction product. The product is: [C:13]([O-:22])(=[O:21])[CH2:14][CH2:15][CH2:16][CH2:17][CH2:18][CH2:19][CH3:20].[CH2:2]([N+:6]1[CH:11]=[CH:10][CH:9]=[C:8]([CH3:12])[CH:7]=1)[CH2:3][CH2:4][CH3:5].